Dataset: Peptide-MHC class I binding affinity with 185,985 pairs from IEDB/IMGT. Task: Regression. Given a peptide amino acid sequence and an MHC pseudo amino acid sequence, predict their binding affinity value. This is MHC class I binding data. (1) The peptide sequence is ILGTVSWNL. The MHC is HLA-B15:01 with pseudo-sequence HLA-B15:01. The binding affinity (normalized) is 0.0847. (2) The peptide sequence is MAFILGIIIT. The MHC is HLA-A02:01 with pseudo-sequence HLA-A02:01. The binding affinity (normalized) is 0.400. (3) The peptide sequence is LLALQQLEV. The MHC is HLA-B40:01 with pseudo-sequence HLA-B40:01. The binding affinity (normalized) is 0.0847. (4) The peptide sequence is RRRKGWIPL. The MHC is HLA-C06:02 with pseudo-sequence HLA-C06:02. The binding affinity (normalized) is 0.0847.